The task is: Predict which catalyst facilitates the given reaction.. This data is from Catalyst prediction with 721,799 reactions and 888 catalyst types from USPTO. (1) Reactant: [N+:1]([C:4]1[CH:9]=[CH:8][C:7]([F:10])=[CH:6][C:5]=1[OH:11])([O-:3])=[O:2].[C:12]([O:16][C:17](=[O:23])[NH:18][CH2:19][CH:20](O)[CH3:21])([CH3:15])([CH3:14])[CH3:13].C1(P(C2C=CC=CC=2)C2C=CC=CC=2)C=CC=CC=1.C(OC(N=NC(OC(C)(C)C)=O)=O)(C)(C)C. Product: [F:10][C:7]1[CH:8]=[CH:9][C:4]([N+:1]([O-:3])=[O:2])=[C:5]([CH:6]=1)[O:11][CH:20]([CH3:21])[CH2:19][NH:18][C:17](=[O:23])[O:16][C:12]([CH3:15])([CH3:14])[CH3:13]. The catalyst class is: 1. (2) Reactant: [CH2:1]([NH:3][C:4](=[O:17])[C:5]1[C:10]([S:11][C:12]([CH3:15])([CH3:14])[CH3:13])=[CH:9][CH:8]=[CH:7][C:6]=1[F:16])[CH3:2].[OH:18]OS([O-])=O.[K+].S(S([O-])=O)([O-])(=O)=O.[Na+].[Na+].[OH2:33]. Product: [CH3:14][C:12]([S:11]([C:10]1[CH:9]=[CH:8][CH:7]=[C:6]([F:16])[C:5]=1[C:4]([NH:3][CH2:1][CH3:2])=[O:17])(=[O:18])=[O:33])([CH3:13])[CH3:15]. The catalyst class is: 5. (3) Reactant: [N+:1]([C:4]1[CH:9]=[CH:8][C:7]([OH:10])=[CH:6][CH:5]=1)([O-:3])=[O:2].Cl[C:12]([O:14][CH2:15][Cl:16])=[O:13].C(N(CC)C(C)C)(C)C. Product: [N+:1]([C:4]1[CH:9]=[CH:8][C:7]([O:10][C:12](=[O:13])[O:14][CH2:15][Cl:16])=[CH:6][CH:5]=1)([O-:3])=[O:2]. The catalyst class is: 56. (4) Reactant: F[C:2]1[CH:7]=[CH:6][CH:5]=[C:4]([N+:8]([O-:10])=[O:9])[CH:3]=1.[NH:11]1[CH:15]=[CH:14][N:13]=[N:12]1.C(=O)([O-])[O-].[Cs+].[Cs+]. Product: [N+:8]([C:4]1[CH:3]=[C:2]([N:12]2[N:13]=[CH:14][CH:15]=[N:11]2)[CH:7]=[CH:6][CH:5]=1)([O-:10])=[O:9]. The catalyst class is: 37.